This data is from Forward reaction prediction with 1.9M reactions from USPTO patents (1976-2016). The task is: Predict the product of the given reaction. (1) Given the reactants Br[C:2]1[CH:3]=[C:4]([C:8]2[O:12][C:11]([NH:13][C:14]3[CH:19]=[C:18]([S:20]([CH2:23][CH3:24])(=[O:22])=[O:21])[CH:17]=[CH:16][C:15]=3[O:25][CH3:26])=[N:10][CH:9]=2)[CH:5]=[CH:6][CH:7]=1.[C:27]([C:29]1[CH:34]=[CH:33][C:32](B(O)O)=[CH:31][CH:30]=1)#[N:28].C(=O)([O-])[O-].[Na+].[Na+], predict the reaction product. The product is: [CH2:23]([S:20]([C:18]1[CH:17]=[CH:16][C:15]([O:25][CH3:26])=[C:14]([NH:13][C:11]2[O:12][C:8]([C:4]3[CH:3]=[C:2]([C:32]4[CH:33]=[CH:34][C:29]([C:27]#[N:28])=[CH:30][CH:31]=4)[CH:7]=[CH:6][CH:5]=3)=[CH:9][N:10]=2)[CH:19]=1)(=[O:22])=[O:21])[CH3:24]. (2) Given the reactants [CH:1]1([C:7]2[CH:13]=[CH:12][C:10]([NH2:11])=[CH:9][CH:8]=2)[CH2:6][CH2:5][CH2:4][CH2:3][CH2:2]1.[CH:14]1[C:26]2[CH:25]([CH2:27][O:28][C:29]([N:31]3[CH2:36][CH2:35][N:34](C(OC(C)(C)C)=O)[CH2:33][CH:32]3[C:44](O)=[O:45])=[O:30])[C:24]3[C:19](=[CH:20][CH:21]=[CH:22][CH:23]=3)[C:18]=2[CH:17]=[CH:16][CH:15]=1, predict the reaction product. The product is: [CH:14]1[C:26]2[CH:25]([CH2:27][O:28][C:29]([N:31]3[CH2:36][CH2:35][NH:34][CH2:33][CH:32]3[C:44](=[O:45])[NH:11][C:10]3[CH:9]=[CH:8][C:7]([CH:1]4[CH2:2][CH2:3][CH2:4][CH2:5][CH2:6]4)=[CH:13][CH:12]=3)=[O:30])[C:24]3[C:19](=[CH:20][CH:21]=[CH:22][CH:23]=3)[C:18]=2[CH:17]=[CH:16][CH:15]=1. (3) Given the reactants C(N=C=NCCCN(C)C)C.[O:12]=[C:13]1[C:17]([C:24]2[CH:29]=[CH:28][CH:27]=[CH:26][CH:25]=2)([C:18]2[CH:23]=[CH:22][CH:21]=[CH:20][CH:19]=2)[CH2:16][CH2:15][N:14]1[CH2:30][C:31]([OH:33])=O.Cl.Cl.[F:36][C:37]([F:53])([F:52])[C:38]1[CH:39]=[C:40]([CH:44]([N:46]2[CH2:51][CH2:50][NH:49][CH2:48][CH2:47]2)[CH3:45])[CH:41]=[CH:42][CH:43]=1, predict the reaction product. The product is: [O:33]=[C:31]([N:49]1[CH2:48][CH2:47][N:46]([CH:44]([C:40]2[CH:41]=[CH:42][CH:43]=[C:38]([C:37]([F:52])([F:53])[F:36])[CH:39]=2)[CH3:45])[CH2:51][CH2:50]1)[CH2:30][N:14]1[CH2:15][CH2:16][C:17]([C:18]2[CH:19]=[CH:20][CH:21]=[CH:22][CH:23]=2)([C:24]2[CH:29]=[CH:28][CH:27]=[CH:26][CH:25]=2)[C:13]1=[O:12]. (4) Given the reactants [Cl:1][C:2]1[N:3]=[N:4][C:5](Cl)=[CH:6][C:7]=1[CH3:8].[C:10]1(B(O)O)[CH:15]=[CH:14][CH:13]=[CH:12][CH:11]=1.C(=O)([O-])[O-].[Cs+].[Cs+], predict the reaction product. The product is: [Cl:1][C:2]1[N:3]=[N:4][C:5]([C:10]2[CH:15]=[CH:14][CH:13]=[CH:12][CH:11]=2)=[CH:6][C:7]=1[CH3:8]. (5) Given the reactants [O:1]=[C:2]([CH3:9])[CH2:3][C:4]([O:6][CH2:7][CH3:8])=[O:5].O[CH2:11][N:12]1[C:20](=[O:21])[C:19]2[C:14](=[CH:15][CH:16]=[CH:17][CH:18]=2)[C:13]1=[O:22].B(F)(F)F.C([O-])(O)=O.[Na+], predict the reaction product. The product is: [O:22]=[C:13]1[C:14]2[C:19](=[CH:18][CH:17]=[CH:16][CH:15]=2)[C:20](=[O:21])[N:12]1[CH2:11][CH:3]([C:2](=[O:1])[CH3:9])[C:4]([O:6][CH2:7][CH3:8])=[O:5]. (6) Given the reactants Cl[C:2]1[C:7]([C:8]([F:11])([F:10])[F:9])=[CH:6][N:5]=[C:4]([NH:12][C:13]2[CH:27]=[CH:26][C:16]([CH2:17][P:18](=[O:25])([O:22][CH2:23][CH3:24])[O:19][CH2:20][CH3:21])=[CH:15][C:14]=2[O:28][CH3:29])[N:3]=1.[NH2:30][C:31]1[CH:41]=[CH:40][CH:39]=[CH:38][C:32]=1[C:33]([NH:35][O:36][CH3:37])=[O:34], predict the reaction product. The product is: [CH3:29][O:28][C:14]1[CH:15]=[C:16]([CH:26]=[CH:27][C:13]=1[NH:12][C:4]1[N:3]=[C:2]([NH:30][C:31]2[CH:41]=[CH:40][CH:39]=[CH:38][C:32]=2[C:33](=[O:34])[NH:35][O:36][CH3:37])[C:7]([C:8]([F:11])([F:10])[F:9])=[CH:6][N:5]=1)[CH2:17][P:18](=[O:25])([O:22][CH2:23][CH3:24])[O:19][CH2:20][CH3:21].